From a dataset of Forward reaction prediction with 1.9M reactions from USPTO patents (1976-2016). Predict the product of the given reaction. (1) Given the reactants [Cl:1][C:2]1[CH:11]=[C:10](F)[CH:9]=[CH:8][C:3]=1[C:4]([O:6][CH3:7])=[O:5].C(=O)([O-])[O-].[Cs+].[Cs+].[CH2:19]([SH:26])[C:20]1[CH:25]=[CH:24][CH:23]=[CH:22][CH:21]=1.C(OCC)(=O)C, predict the reaction product. The product is: [CH2:19]([S:26][C:10]1[CH:9]=[CH:8][C:3]([C:4]([O:6][CH3:7])=[O:5])=[C:2]([Cl:1])[CH:11]=1)[C:20]1[CH:25]=[CH:24][CH:23]=[CH:22][CH:21]=1. (2) Given the reactants [C:1]1([C:7]2[C:25]([C:26]3[CH:31]=[CH:30][C:29]([C:32]4([NH:36]C(=O)OC(C)(C)C)[CH2:35][CH2:34][CH2:33]4)=[CH:28][CH:27]=3)=[N:24][C:10]3[O:11][CH2:12][C:13]4[N:14]([C:15]([C:18]5[CH:23]=[CH:22][CH:21]=[CH:20][N:19]=5)=[N:16][N:17]=4)[C:9]=3[CH:8]=2)[CH:6]=[CH:5][CH:4]=[CH:3][CH:2]=1.C(O)(C(F)(F)F)=O, predict the reaction product. The product is: [C:1]1([C:7]2[C:25]([C:26]3[CH:27]=[CH:28][C:29]([C:32]4([NH2:36])[CH2:35][CH2:34][CH2:33]4)=[CH:30][CH:31]=3)=[N:24][C:10]3[O:11][CH2:12][C:13]4[N:14]([C:15]([C:18]5[CH:23]=[CH:22][CH:21]=[CH:20][N:19]=5)=[N:16][N:17]=4)[C:9]=3[CH:8]=2)[CH:6]=[CH:5][CH:4]=[CH:3][CH:2]=1. (3) The product is: [CH:1]1([C:4]2[CH:5]=[CH:6][C:7]([CH:12]([C:20]3[CH:25]=[CH:24][C:23]([Cl:26])=[C:22]([Cl:27])[CH:21]=3)[CH2:13][C@@H:14]3[NH:18][C:17](=[O:19])[CH2:16][CH2:15]3)=[N:8][C:9]=2[O:10][CH3:11])[CH2:3][CH2:2]1. Given the reactants [CH:1]1([C:4]2[CH:5]=[CH:6][C:7](/[C:12](/[C:20]3[CH:25]=[CH:24][C:23]([Cl:26])=[C:22]([Cl:27])[CH:21]=3)=[CH:13]/[C@@H:14]3[NH:18][C:17](=[O:19])[CH2:16][CH2:15]3)=[N:8][C:9]=2[O:10][CH3:11])[CH2:3][CH2:2]1.[H][H], predict the reaction product. (4) Given the reactants [CH3:1][N:2]1[CH:6]=[C:5]([NH:7][C:8]2[N:13]=[CH:12][C:11]3[CH:14]=[N:15][N:16]([CH2:17][C:18]4[CH:23]=[CH:22][CH:21]=[C:20]([N+:24]([O-])=O)[CH:19]=4)[C:10]=3[CH:9]=2)[CH:4]=[N:3]1.Cl.[H][H], predict the reaction product. The product is: [NH2:24][C:20]1[CH:19]=[C:18]([CH:23]=[CH:22][CH:21]=1)[CH2:17][N:16]1[C:10]2[CH:9]=[C:8]([NH:7][C:5]3[CH:4]=[N:3][N:2]([CH3:1])[CH:6]=3)[N:13]=[CH:12][C:11]=2[CH:14]=[N:15]1. (5) Given the reactants [C:1]12[C:7](=[CH:8][CH:9]=[CH:10][CH:11]=1)[NH:6]C(=O)[O:4][C:2]2=O.[Cl:13][C:14]1[CH:20]=[CH:19][C:17]([NH2:18])=[CH:16][CH:15]=1, predict the reaction product. The product is: [Cl:13][C:14]1[CH:20]=[CH:19][C:17]([NH:18][C:2](=[O:4])[C:1]2[CH:11]=[CH:10][CH:9]=[CH:8][C:7]=2[NH2:6])=[CH:16][CH:15]=1. (6) Given the reactants C(OC(=O)[NH:7][C:8]1[N:9]([CH3:26])[C:10](=[O:25])[C:11]([CH3:24])([CH3:23])[C@:12]([C:15]2[CH:20]=[C:19]([Br:21])[CH:18]=[CH:17][C:16]=2[F:22])([CH3:14])[N:13]=1)(C)(C)C.FC(F)(F)C(O)=O, predict the reaction product. The product is: [NH2:7][C:8]1[N:9]([CH3:26])[C:10](=[O:25])[C:11]([CH3:23])([CH3:24])[C@:12]([C:15]2[CH:20]=[C:19]([Br:21])[CH:18]=[CH:17][C:16]=2[F:22])([CH3:14])[N:13]=1.